This data is from Full USPTO retrosynthesis dataset with 1.9M reactions from patents (1976-2016). The task is: Predict the reactants needed to synthesize the given product. (1) The reactants are: [C:1]([O:5][C:6]([N:8]1[CH2:13][CH:12]=[CH:11][CH2:10][CH2:9]1)=[O:7])([CH3:4])([CH3:3])[CH3:2].C1C=C(Cl)C=C(C(OO)=[O:22])C=1. Given the product [C:1]([O:5][C:6]([N:8]1[CH2:9][CH2:10][CH:11]2[CH:12]([O:22]2)[CH2:13]1)=[O:7])([CH3:4])([CH3:2])[CH3:3], predict the reactants needed to synthesize it. (2) Given the product [CH3:1][O:2][C:3]1[N:8]=[N:7][C:6]([C:9]([C:12]2[CH:13]=[N:14][CH:15]=[CH:16][CH:17]=2)=[O:21])=[CH:5][CH:4]=1, predict the reactants needed to synthesize it. The reactants are: [CH3:1][O:2][C:3]1[N:8]=[N:7][C:6]([CH:9]([C:12]2[CH:13]=[N:14][CH:15]=[CH:16][CH:17]=2)C#N)=[CH:5][CH:4]=1.CC(C)([O-:21])C.[K+].OO. (3) The reactants are: I[C:2]1[CH:3]=[C:4]([N:8]2[C:12]3=[N:13][C:14]([C:17]4[CH:18]=[N:19][N:20]([CH3:22])[CH:21]=4)=[CH:15][CH:16]=[C:11]3[C:10]([C:23]([O:25][CH3:26])=[O:24])=[N:9]2)[CH:5]=[CH:6][CH:7]=1.[C:27]([C@:29]1([OH:36])[CH2:33][CH2:32][N:31]([CH3:34])[C:30]1=[O:35])#[CH:28]. Given the product [OH:36][C@@:29]1([C:27]#[C:28][C:2]2[CH:3]=[C:4]([N:8]3[C:12]4=[N:13][C:14]([C:17]5[CH:18]=[N:19][N:20]([CH3:22])[CH:21]=5)=[CH:15][CH:16]=[C:11]4[C:10]([C:23]([O:25][CH3:26])=[O:24])=[N:9]3)[CH:5]=[CH:6][CH:7]=2)[CH2:33][CH2:32][N:31]([CH3:34])[C:30]1=[O:35], predict the reactants needed to synthesize it.